This data is from Full USPTO retrosynthesis dataset with 1.9M reactions from patents (1976-2016). The task is: Predict the reactants needed to synthesize the given product. (1) Given the product [C:24]([N:21]1[CH2:20][CH2:19][CH:18]([CH2:17][O:4][C:1](=[S:3])[CH3:2])[CH2:23][CH2:22]1)([O:26][C:27]([CH3:30])([CH3:29])[CH3:28])=[O:25], predict the reactants needed to synthesize it. The reactants are: [C:1]([O-:4])(=[S:3])[CH3:2].[K+].S(O[CH2:17][CH:18]1[CH2:23][CH2:22][N:21]([C:24]([O:26][C:27]([CH3:30])([CH3:29])[CH3:28])=[O:25])[CH2:20][CH2:19]1)(C1C=CC(C)=CC=1)(=O)=O.O. (2) Given the product [CH3:16][O:17][C:18]1[CH:19]=[C:20]([CH:28]=[CH:29][CH:30]=1)[CH2:21][CH:22]1[CH2:27][N:26]([C:9]([O:11][C:12]([CH3:13])([CH3:14])[CH3:15])=[O:10])[CH2:25][CH2:24][NH:23]1, predict the reactants needed to synthesize it. The reactants are: [C:9](O[C:9]([O:11][C:12]([CH3:15])([CH3:14])[CH3:13])=[O:10])([O:11][C:12]([CH3:15])([CH3:14])[CH3:13])=[O:10].[CH3:16][O:17][C:18]1[CH:19]=[C:20]([CH:28]=[CH:29][CH:30]=1)[CH2:21][CH:22]1[CH2:27][NH:26][CH2:25][CH2:24][NH:23]1.C(N(CC)CC)C.C(OCC)(=O)C. (3) Given the product [CH3:3][O:4][CH:5]([O:18][CH3:19])[C:6]1[C:15]([CH2:16][NH:24][CH3:23])=[CH:14][C:13]2[CH2:12][CH2:11][CH2:10][NH:9][C:8]=2[N:7]=1, predict the reactants needed to synthesize it. The reactants are: CN.[CH3:3][O:4][CH:5]([O:18][CH3:19])[C:6]1[C:15]([CH:16]=O)=[CH:14][C:13]2[CH2:12][CH2:11][CH2:10][NH:9][C:8]=2[N:7]=1.Cl.CN.[C:23]([BH3-])#[N:24].[Na+].